Task: Predict the reaction yield, written as a fraction of the theoretical maximum amount of product (1.0 means a 100% yield; for example, 0.34 means a 34% yield).. Dataset: Reaction yield outcomes from USPTO patents with 853,638 reactions (1) The reactants are [C:1]([C:5]1[O:9][N:8]=[C:7]([NH2:10])[CH:6]=1)([CH3:4])([CH3:3])[CH3:2].C(=O)([O-])[O-].[K+].[K+].Cl[C:18]([O:20][C:21]1[CH:26]=[CH:25][CH:24]=[CH:23][CH:22]=1)=[O:19]. The catalyst is C1COCC1. The product is [C:1]([C:5]1[O:9][N:8]=[C:7]([NH:10][C:18](=[O:19])[O:20][C:21]2[CH:26]=[CH:25][CH:24]=[CH:23][CH:22]=2)[CH:6]=1)([CH3:4])([CH3:3])[CH3:2]. The yield is 0.780. (2) The reactants are [H-].[Na+].[OH:3][CH:4]([CH3:24])[CH2:5][N:6]1[CH2:11][CH2:10][N:9]2[N:12]=[C:13]([CH2:15][O:16][C:17]3[CH:22]=[CH:21][CH:20]=[CH:19][CH:18]=3)[CH:14]=[C:8]2[C:7]1=[O:23].I[CH3:26]. The catalyst is C1COCC1. The product is [CH3:26][O:3][CH:4]([CH3:24])[CH2:5][N:6]1[CH2:11][CH2:10][N:9]2[N:12]=[C:13]([CH2:15][O:16][C:17]3[CH:18]=[CH:19][CH:20]=[CH:21][CH:22]=3)[CH:14]=[C:8]2[C:7]1=[O:23]. The yield is 0.490.